From a dataset of Catalyst prediction with 721,799 reactions and 888 catalyst types from USPTO. Predict which catalyst facilitates the given reaction. (1) Reactant: [C:1]([O:5][C:6]([N:8]1[CH:12]([CH2:13][C:14]2[CH:19]=[CH:18][C:17]([C:20]3[CH:25]=[CH:24][CH:23]=[CH:22][CH:21]=3)=[CH:16][CH:15]=2)[CH2:11][CH:10]([CH2:26][OH:27])[C:9]1=[O:28])=[O:7])([CH3:4])([CH3:3])[CH3:2].C(Cl)(Cl)Cl.[C:33]1([CH3:53])[CH:38]=[CH:37][C:36]([S:39](O[S:39]([C:36]2[CH:37]=[CH:38][C:33]([CH3:53])=[CH:34][CH:35]=2)(=[O:41])=[O:40])(=[O:41])=[O:40])=[CH:35][CH:34]=1. Product: [C:1]([O:5][C:6]([N:8]1[C@H:12]([CH2:13][C:14]2[CH:15]=[CH:16][C:17]([C:20]3[CH:21]=[CH:22][CH:23]=[CH:24][CH:25]=3)=[CH:18][CH:19]=2)[CH2:11][CH:10]([CH2:26][O:27][S:39]([C:36]2[CH:37]=[CH:38][C:33]([CH3:53])=[CH:34][CH:35]=2)(=[O:41])=[O:40])[C:9]1=[O:28])=[O:7])([CH3:3])([CH3:2])[CH3:4]. The catalyst class is: 66. (2) The catalyst class is: 84. Product: [CH2:3]([N:10]1[CH2:14][CH2:13][CH:12]([O:15][CH2:23][C:22]#[CH:21])[CH2:11]1)[C:4]1[CH:5]=[CH:6][CH:7]=[CH:8][CH:9]=1. Reactant: [H-].[Na+].[CH2:3]([N:10]1[CH2:14][CH2:13][CH:12]([OH:15])[CH2:11]1)[C:4]1[CH:9]=[CH:8][CH:7]=[CH:6][CH:5]=1.CN(C)C=O.[CH2:21](Br)[C:22]#[CH:23].